This data is from NCI-60 drug combinations with 297,098 pairs across 59 cell lines. The task is: Regression. Given two drug SMILES strings and cell line genomic features, predict the synergy score measuring deviation from expected non-interaction effect. (1) Drug 1: C1CCC(CC1)NC(=O)N(CCCl)N=O. Drug 2: C1=NC2=C(N=C(N=C2N1C3C(C(C(O3)CO)O)O)F)N. Cell line: A498. Synergy scores: CSS=1.93, Synergy_ZIP=-2.89, Synergy_Bliss=-1.44, Synergy_Loewe=-3.95, Synergy_HSA=-3.50. (2) Drug 1: C1CN(CCN1C(=O)CCBr)C(=O)CCBr. Drug 2: COC1=C2C(=CC3=C1OC=C3)C=CC(=O)O2. Cell line: OVCAR-5. Synergy scores: CSS=22.6, Synergy_ZIP=-3.08, Synergy_Bliss=-2.06, Synergy_Loewe=-0.198, Synergy_HSA=-0.512. (3) Synergy scores: CSS=47.2, Synergy_ZIP=1.02, Synergy_Bliss=2.84, Synergy_Loewe=-12.1, Synergy_HSA=4.23. Cell line: A549. Drug 2: CC1=CC=C(C=C1)C2=CC(=NN2C3=CC=C(C=C3)S(=O)(=O)N)C(F)(F)F. Drug 1: CC1OCC2C(O1)C(C(C(O2)OC3C4COC(=O)C4C(C5=CC6=C(C=C35)OCO6)C7=CC(=C(C(=C7)OC)O)OC)O)O.